Task: Predict the product of the given reaction.. Dataset: Forward reaction prediction with 1.9M reactions from USPTO patents (1976-2016) (1) Given the reactants [NH2:1][C:2]1[C:7]2[C:8](=[O:31])[N:9]([C:13]3[CH:18]=[CH:17][C:16]([N:19]4[CH:23]=[CH:22][N:21]([CH2:24][C:25]([O:27]CC)=[O:26])[C:20]4=[O:30])=[CH:15][CH:14]=3)[CH2:10][CH2:11][O:12][C:6]=2[N:5]=[CH:4][N:3]=1.O[Li].O.Cl, predict the reaction product. The product is: [NH2:1][C:2]1[C:7]2[C:8](=[O:31])[N:9]([C:13]3[CH:14]=[CH:15][C:16]([N:19]4[CH:23]=[CH:22][N:21]([CH2:24][C:25]([OH:27])=[O:26])[C:20]4=[O:30])=[CH:17][CH:18]=3)[CH2:10][CH2:11][O:12][C:6]=2[N:5]=[CH:4][N:3]=1. (2) Given the reactants [CH2:1]([NH2:5])[CH2:2][CH2:3][CH3:4].C(N(C(C)C)CC)(C)C.Cl[C:16]1[N:21]2[N:22]=[C:23]([C:32]3[CH:37]=[CH:36][CH:35]=[CH:34][C:33]=3[Cl:38])[C:24]([C:25]3[CH:30]=[CH:29][C:28]([Cl:31])=[CH:27][CH:26]=3)=[C:20]2[N:19]=[C:18]([CH3:39])[N:17]=1.O, predict the reaction product. The product is: [CH2:1]([NH:5][C:16]1[N:21]2[N:22]=[C:23]([C:32]3[CH:37]=[CH:36][CH:35]=[CH:34][C:33]=3[Cl:38])[C:24]([C:25]3[CH:30]=[CH:29][C:28]([Cl:31])=[CH:27][CH:26]=3)=[C:20]2[N:19]=[C:18]([CH3:39])[N:17]=1)[CH2:2][CH2:3][CH3:4]. (3) Given the reactants C([O:3][C:4]([C:6]1[N:7]([CH3:30])[N:8]=[CH:9][C:10]=1[NH:11][C:12]([C:14]1[C:19]([NH:20][C:21]2[CH:22]=[N:23][CH:24]=[N:25][CH:26]=2)=[N:18][CH:17]=[C:16]([CH:27]2[CH2:29][CH2:28]2)[N:15]=1)=[O:13])=[O:5])C.[OH-].[Na+].Cl, predict the reaction product. The product is: [CH:27]1([C:16]2[N:15]=[C:14]([C:12]([NH:11][C:10]3[CH:9]=[N:8][N:7]([CH3:30])[C:6]=3[C:4]([OH:5])=[O:3])=[O:13])[C:19]([NH:20][C:21]3[CH:26]=[N:25][CH:24]=[N:23][CH:22]=3)=[N:18][CH:17]=2)[CH2:29][CH2:28]1.